The task is: Predict the product of the given reaction.. This data is from Forward reaction prediction with 1.9M reactions from USPTO patents (1976-2016). (1) The product is: [CH2:20]([N:6]1[C:7]2([CH2:9][CH2:10][CH2:11][CH2:12][CH2:13][CH2:14]2)[N:8]=[C:4]([CH:1]([CH3:3])[CH3:2])[C:5]1=[O:15])[CH:19]=[CH2:18]. Given the reactants [CH:1]([C:4]1[C:5](=[O:15])[NH:6][C:7]2([CH2:14][CH2:13][CH2:12][CH2:11][CH2:10][CH2:9]2)[N:8]=1)([CH3:3])[CH3:2].[H-].[Na+].[CH2:18](Br)[CH:19]=[CH2:20], predict the reaction product. (2) The product is: [NH2:29][C@@H:24]([CH2:25][CH:26]([CH3:28])[CH3:27])[CH2:23][O:22][C:19]1[CH:20]=[CH:21][C:16]2[C:15]3[C:10](=[C:11]([CH3:37])[N:12]=[CH:13][CH:14]=3)[C:9](=[O:38])[NH:8][C:17]=2[CH:18]=1. Given the reactants COC1C=CC(C[N:8]2[C:17]3[CH:18]=[C:19]([O:22][CH2:23][C@@H:24]([NH:29]C(=O)OC(C)(C)C)[CH2:25][CH:26]([CH3:28])[CH3:27])[CH:20]=[CH:21][C:16]=3[C:15]3[C:10](=[C:11]([CH3:37])[N:12]=[CH:13][CH:14]=3)[C:9]2=[O:38])=CC=1, predict the reaction product. (3) Given the reactants [F:1][C:2]1[CH:7]=[CH:6][C:5]([N:8]2[C:12]3[CH:13]=[C:14]4[C@:19]([C:21]([C:23]5[S:24][CH:25]=[CH:26][N:27]=5)=[O:22])([CH2:20][C:11]=3[CH:10]=[N:9]2)[CH2:18][N:17]([S:28]([C:31]2[CH:32]=[N:33][CH:34]=[C:35](F)[CH:36]=2)(=[O:30])=[O:29])[CH2:16][CH2:15]4)=[CH:4][CH:3]=1.[NH:38]1[CH2:43][CH2:42][CH2:41][CH2:40][CH2:39]1, predict the reaction product. The product is: [F:1][C:2]1[CH:7]=[CH:6][C:5]([N:8]2[C:12]3[CH:13]=[C:14]4[C@:19]([C:21]([C:23]5[S:24][CH:25]=[CH:26][N:27]=5)=[O:22])([CH2:20][C:11]=3[CH:10]=[N:9]2)[CH2:18][N:17]([S:28]([C:31]2[CH:32]=[N:33][CH:34]=[C:35]([N:38]3[CH2:43][CH2:42][CH2:41][CH2:40][CH2:39]3)[CH:36]=2)(=[O:30])=[O:29])[CH2:16][CH2:15]4)=[CH:4][CH:3]=1. (4) Given the reactants Cl[C:2]1[C:7]([C:8]2[N:13]=[CH:12][N:11]=[C:10]([NH:14][CH3:15])[CH:9]=2)=[CH:6][CH:5]=[CH:4][N:3]=1.[OH:16][C:17]1[CH:18]=[C:19]([CH:33]=[CH:34][C:35]=1[CH3:36])[C:20]([NH:22][C:23]1[CH:28]=[CH:27][CH:26]=[C:25]([C:29]([F:32])([F:31])[F:30])[CH:24]=1)=[O:21].C([O-])([O-])=O.[Cs+].[Cs+].CS(C)=O, predict the reaction product. The product is: [CH3:36][C:35]1[CH:34]=[CH:33][C:19]([C:20]([NH:22][C:23]2[CH:28]=[CH:27][CH:26]=[C:25]([C:29]([F:30])([F:31])[F:32])[CH:24]=2)=[O:21])=[CH:18][C:17]=1[O:16][C:2]1[C:7]([C:8]2[CH:9]=[C:10]([NH:14][CH3:15])[N:11]=[CH:12][N:13]=2)=[CH:6][CH:5]=[CH:4][N:3]=1. (5) Given the reactants [C:1]([C:5]1[O:9][N:8]=[C:7]([NH:10][C:11]([NH:13][C:14]2[CH:19]=[CH:18][CH:17]=[C:16]([SH:20])[CH:15]=2)=[O:12])[CH:6]=1)([CH3:4])([CH3:3])[CH3:2].C(=O)([O-])[O-].[Cs+].[Cs+].Cl[C:28]1[C:37]2[C:32](=[CH:33][C:34]([O:45][CH3:46])=[C:35]([O:38][CH2:39][CH2:40][S:41]([CH3:44])(=[O:43])=[O:42])[CH:36]=2)[N:31]=[CH:30][N:29]=1, predict the reaction product. The product is: [C:1]([C:5]1[O:9][N:8]=[C:7]([NH:10][C:11]([NH:13][C:14]2[CH:19]=[CH:18][CH:17]=[C:16]([S:20][C:28]3[C:37]4[C:32](=[CH:33][C:34]([O:45][CH3:46])=[C:35]([O:38][CH2:39][CH2:40][S:41]([CH3:44])(=[O:42])=[O:43])[CH:36]=4)[N:31]=[CH:30][N:29]=3)[CH:15]=2)=[O:12])[CH:6]=1)([CH3:4])([CH3:2])[CH3:3]. (6) Given the reactants [C:1]([C:9]1[CH:29]=[CH:28][C:12]([O:13][CH2:14][C:15]([NH:17][CH2:18][CH2:19][NH:20]C(=O)OC(C)(C)C)=[O:16])=[CH:11][CH:10]=1)(=[O:8])[C:2]1[CH:7]=[CH:6][CH:5]=[CH:4][CH:3]=1.[ClH:30], predict the reaction product. The product is: [NH2:20][CH2:19][CH2:18][NH:17][C:15](=[O:16])[CH2:14][O:13][C:12]1[CH:28]=[CH:29][C:9]([C:1](=[O:8])[C:2]2[CH:7]=[CH:6][CH:5]=[CH:4][CH:3]=2)=[CH:10][CH:11]=1.[ClH:30].